This data is from Reaction yield outcomes from USPTO patents with 853,638 reactions. The task is: Predict the reaction yield, written as a fraction of the theoretical maximum amount of product (1.0 means a 100% yield; for example, 0.34 means a 34% yield). (1) The reactants are [CH2:1]([N:3]1[C:11]2[CH:10]=[C:9]([F:12])[CH:8]=[C:7]([OH:13])[C:6]=2[C:5]([CH2:14][CH2:15][OH:16])=[CH:4]1)[CH3:2].[C:17](=O)([O-])[O-].[K+].[K+].CI. The catalyst is CN(C=O)C. The product is [CH2:1]([N:3]1[C:11]2[C:6](=[C:7]([O:13][CH3:17])[CH:8]=[C:9]([F:12])[CH:10]=2)[C:5]([CH2:14][CH2:15][OH:16])=[CH:4]1)[CH3:2]. The yield is 0.900. (2) The reactants are Br[C:2]1[CH:7]=[CH:6][C:5]([C:8]2[O:12][N:11]=[C:10]([C:13]3[CH:14]=[CH:15][C:16]4[O:20][C:19]([C:21]5([NH:29][C:30](=[O:36])[O:31][C:32]([CH3:35])([CH3:34])[CH3:33])[CH2:26][O:25][C:24]([CH3:28])([CH3:27])[O:23][CH2:22]5)=[CH:18][C:17]=4[CH:37]=3)[N:9]=2)=[CH:4][C:3]=1[Cl:38].[S:39]1[CH:43]=[CH:42][C:41](B(O)O)=[CH:40]1.C([O-])(O)=O.[Na+]. The catalyst is O1CCOCC1.O.C1C=CC([P]([Pd]([P](C2C=CC=CC=2)(C2C=CC=CC=2)C2C=CC=CC=2)([P](C2C=CC=CC=2)(C2C=CC=CC=2)C2C=CC=CC=2)[P](C2C=CC=CC=2)(C2C=CC=CC=2)C2C=CC=CC=2)(C2C=CC=CC=2)C2C=CC=CC=2)=CC=1. The product is [Cl:38][C:3]1[CH:4]=[C:5]([C:8]2[O:12][N:11]=[C:10]([C:13]3[CH:14]=[CH:15][C:16]4[O:20][C:19]([C:21]5([NH:29][C:30](=[O:36])[O:31][C:32]([CH3:35])([CH3:34])[CH3:33])[CH2:26][O:25][C:24]([CH3:28])([CH3:27])[O:23][CH2:22]5)=[CH:18][C:17]=4[CH:37]=3)[N:9]=2)[CH:6]=[CH:7][C:2]=1[C:41]1[CH:42]=[CH:43][S:39][CH:40]=1. The yield is 0.710. (3) The reactants are [H-].[Na+].[CH2:3]([OH:15])[CH2:4][O:5][CH2:6][CH2:7][O:8][CH2:9][CH2:10][O:11][CH2:12][CH2:13]O.S([O-])(=O)(=O)C.[CH2:21]([O:28][CH2:29][CH2:30][O:31][CH2:32][CH2:33][O:34][CH2:35][CH2:36][O:37][CH2:38][CH2:39][OH:40])[C:22]1[CH:27]=[CH:26][CH:25]=[CH:24][CH:23]=1. The catalyst is O1CCCC1. The product is [CH2:21]([O:28][CH2:29][CH2:30][O:31][CH2:32][CH2:33][O:34][CH2:35][CH2:36][O:37][CH2:38][CH2:39][O:40][CH2:13][CH2:12][O:11][CH2:10][CH2:9][O:8][CH2:7][CH2:6][O:5][CH2:4][CH2:3][OH:15])[C:22]1[CH:23]=[CH:24][CH:25]=[CH:26][CH:27]=1. The yield is 0.340. (4) The reactants are [Cl:1][C:2]1[CH:9]=[CH:8][CH:7]=[C:6]([N:10]2[CH2:14][CH2:13][CH2:12][CH2:11]2)[C:3]=1[CH:4]=O.[N:15]1([C:21]([O:23][C:24]([CH3:27])([CH3:26])[CH3:25])=[O:22])[CH2:20][CH2:19][NH:18][CH2:17][CH2:16]1.C(O[BH-](OC(=O)C)OC(=O)C)(=O)C.[Na+]. The catalyst is ClCCCl. The product is [Cl:1][C:2]1[CH:9]=[CH:8][CH:7]=[C:6]([N:10]2[CH2:14][CH2:13][CH2:12][CH2:11]2)[C:3]=1[CH2:4][N:18]1[CH2:17][CH2:16][N:15]([C:21]([O:23][C:24]([CH3:27])([CH3:26])[CH3:25])=[O:22])[CH2:20][CH2:19]1. The yield is 0.770.